From a dataset of hERG potassium channel inhibition data for cardiac toxicity prediction from Karim et al.. Regression/Classification. Given a drug SMILES string, predict its toxicity properties. Task type varies by dataset: regression for continuous values (e.g., LD50, hERG inhibition percentage) or binary classification for toxic/non-toxic outcomes (e.g., AMES mutagenicity, cardiotoxicity, hepatotoxicity). Dataset: herg_karim. (1) The drug is C[C@H]1CN(C(=O)[C@H]2CN(C(C)(C)C)C[C@@H]2c2ccc(F)cc2F)C[C@@H](C)[C@]1(O)c1c(F)cccc1F. The result is 1 (blocker). (2) The molecule is Cc1ncc(C)c(C(=O)N2CCC([C@H](N)Cc3cc(F)c(F)cc3F)CC2)n1. The result is 0 (non-blocker). (3) The drug is Cc1[nH]c(-c2ccccc2)cc1C(=O)NCCCN1CCN(c2cccc(Cl)c2Cl)CC1. The result is 1 (blocker). (4) The drug is CN(C)C(=N)c1ccc(C(=O)Nc2ccc(Oc3ccc(C(=O)O)cc3)cc2C(=O)Nc2ccc(Cl)cn2)cc1. The result is 0 (non-blocker). (5) The result is 1 (blocker). The compound is Cc1c(C(=O)NCCN2CCN(c3cccc(Cl)c3Cl)CC2)cc(C(C)(C)C)n1C. (6) The molecule is O=C(NC1CC1c1ccccc1)N1CCC(n2cncn2)CC1. The result is 0 (non-blocker). (7) The drug is O=C(O)c1ccccc1N1CCC(CN2CCC(Oc3ccc(CO)c(Cl)c3)CC2)CC1. The result is 0 (non-blocker). (8) The molecule is CCOC(=O)C1CCC(N2CC(NC(=O)CNc3nn(C)c4ccc(C(F)(F)F)cc34)C2)CC1. The result is 1 (blocker). (9) The compound is O=C(NCC1(O)CCCCC1)NC1CCN(Cc2ccn(-c3ccc(C(F)(F)F)cc3)c2)CC1. The result is 0 (non-blocker).